This data is from Full USPTO retrosynthesis dataset with 1.9M reactions from patents (1976-2016). The task is: Predict the reactants needed to synthesize the given product. The reactants are: [Cl:1][C:2]1[N:7]=[CH:6][C:5]([OH:8])=[CH:4][N:3]=1.Br[CH2:10][CH:11]([CH3:13])[CH3:12].C([O-])([O-])=O.[K+].[K+]. Given the product [Cl:1][C:2]1[N:7]=[CH:6][C:5]([O:8][CH2:10][CH:11]([CH3:13])[CH3:12])=[CH:4][N:3]=1, predict the reactants needed to synthesize it.